From a dataset of Full USPTO retrosynthesis dataset with 1.9M reactions from patents (1976-2016). Predict the reactants needed to synthesize the given product. (1) Given the product [Br:1][C:2]1[CH:3]=[C:4]([C:8]([NH:11][C:12]2[CH:17]=[CH:16][C:15]([I:18])=[CH:14][C:13]=2[F:19])=[CH:9][N:10]=1)[C:5]([NH:28][CH2:27][CH2:26][N:20]1[CH2:25][CH2:24][O:23][CH2:22][CH2:21]1)=[O:7], predict the reactants needed to synthesize it. The reactants are: [Br:1][C:2]1[CH:3]=[C:4]([C:8]([NH:11][C:12]2[CH:17]=[CH:16][C:15]([I:18])=[CH:14][C:13]=2[F:19])=[CH:9][N:10]=1)[C:5]([OH:7])=O.[N:20]1([CH2:26][CH2:27][NH2:28])[CH2:25][CH2:24][O:23][CH2:22][CH2:21]1. (2) Given the product [CH3:44][N:45]([CH3:46])[CH:8]1[CH2:9][C:6]([NH:5][C:3](=[O:4])[C:2]([F:1])([F:43])[F:42])([C:11]2[CH:12]=[CH:13][C:14]([C:17]3[C:26]([C:27]4[CH:32]=[CH:31][CH:30]=[CH:29][CH:28]=4)=[CH:25][C:24]4[C:23]5=[N:33][N:34]=[C:35]([C:36]6[N:37]=[CH:38][CH:39]=[CH:40][N:41]=6)[N:22]5[CH:21]=[CH:20][C:19]=4[N:18]=3)=[CH:15][CH:16]=2)[CH2:7]1, predict the reactants needed to synthesize it. The reactants are: [F:1][C:2]([F:43])([F:42])[C:3]([NH:5][C:6]1([C:11]2[CH:16]=[CH:15][C:14]([C:17]3[C:26]([C:27]4[CH:32]=[CH:31][CH:30]=[CH:29][CH:28]=4)=[CH:25][C:24]4[C:23]5=[N:33][N:34]=[C:35]([C:36]6[N:41]=[CH:40][CH:39]=[CH:38][N:37]=6)[N:22]5[CH:21]=[CH:20][C:19]=4[N:18]=3)=[CH:13][CH:12]=2)[CH2:9][C:8](=O)[CH2:7]1)=[O:4].[CH3:44][NH:45][CH3:46].CCOC(C)=O.C([O-])(O)=O.[Na+]. (3) Given the product [OH:1][CH2:2][CH2:3][CH2:4][CH2:5][CH2:6][CH2:7][CH2:8][O:9][C:10]1[CH:15]=[CH:14][N:13]=[C:12]([CH2:16][Cl:21])[C:11]=1[CH3:18], predict the reactants needed to synthesize it. The reactants are: [OH:1][CH2:2][CH2:3][CH2:4][CH2:5][CH2:6][CH2:7][CH2:8][O:9][C:10]1[CH:15]=[CH:14][N:13]=[C:12]([CH2:16]O)[C:11]=1[CH3:18].S(Cl)([Cl:21])=O.C(=O)([O-])[O-].[Na+].[Na+]. (4) Given the product [CH:7]([NH:14][CH2:23][C:24]([O:26][CH2:27][CH3:28])=[O:25])([C:4]1[CH:5]=[CH:6][CH:1]=[CH:2][CH:3]=1)[C:8]1[CH:13]=[CH:12][CH:11]=[CH:10][CH:9]=1, predict the reactants needed to synthesize it. The reactants are: [CH:1]1[CH:6]=[CH:5][C:4]([CH:7]([NH2:14])[C:8]2[CH:13]=[CH:12][CH:11]=[CH:10][CH:9]=2)=[CH:3][CH:2]=1.C(N(CC)CC)C.Br[CH2:23][C:24]([O:26][CH2:27][CH3:28])=[O:25].